Dataset: Peptide-MHC class I binding affinity with 185,985 pairs from IEDB/IMGT. Task: Regression. Given a peptide amino acid sequence and an MHC pseudo amino acid sequence, predict their binding affinity value. This is MHC class I binding data. The binding affinity (normalized) is 0.0847. The peptide sequence is EQNWDWNRY. The MHC is HLA-B07:02 with pseudo-sequence HLA-B07:02.